This data is from Full USPTO retrosynthesis dataset with 1.9M reactions from patents (1976-2016). The task is: Predict the reactants needed to synthesize the given product. Given the product [OH:1][C:2]([C:11]1[CH:12]=[C:13]([N:17]([CH2:27][CH:28]([CH3:30])[CH3:29])[S:18]([C:21]2[CH:22]=[CH:23][CH:24]=[CH:25][CH:26]=2)(=[O:19])=[O:20])[CH:14]=[CH:15][CH:16]=1)([C:7]([F:9])([F:10])[F:8])[C:3]#[C:4][CH2:5][NH:34][CH:31]([CH3:33])[CH3:32], predict the reactants needed to synthesize it. The reactants are: [OH:1][C:2]([C:11]1[CH:12]=[C:13]([N:17]([CH2:27][CH:28]([CH3:30])[CH3:29])[S:18]([C:21]2[CH:26]=[CH:25][CH:24]=[CH:23][CH:22]=2)(=[O:20])=[O:19])[CH:14]=[CH:15][CH:16]=1)([C:7]([F:10])([F:9])[F:8])[C:3]#[C:4][CH:5]=O.[CH:31]([NH2:34])([CH3:33])[CH3:32].[BH4-].[Na+].[H][H].